The task is: Regression. Given a peptide amino acid sequence and an MHC pseudo amino acid sequence, predict their binding affinity value. This is MHC class I binding data.. This data is from Peptide-MHC class I binding affinity with 185,985 pairs from IEDB/IMGT. (1) The peptide sequence is IELPEKDSW. The binding affinity (normalized) is 0. The MHC is HLA-B53:01 with pseudo-sequence HLA-B53:01. (2) The binding affinity (normalized) is 0.213. The peptide sequence is EKLKKKSAF. The MHC is HLA-B08:01 with pseudo-sequence HLA-B08:01. (3) The peptide sequence is VAMAHADAL. The MHC is H-2-Db with pseudo-sequence H-2-Db. The binding affinity (normalized) is 0.623. (4) The peptide sequence is NHINVGLSL. The MHC is HLA-B38:01 with pseudo-sequence HLA-B38:01. The binding affinity (normalized) is 0.588. (5) The peptide sequence is KELNIGRTF. The MHC is HLA-A11:01 with pseudo-sequence HLA-A11:01. The binding affinity (normalized) is 0.0847.